Dataset: Forward reaction prediction with 1.9M reactions from USPTO patents (1976-2016). Task: Predict the product of the given reaction. (1) Given the reactants [N:1]([CH2:4][C:5]([N:7]([CH:16]1[CH2:21][CH2:20][CH2:19][CH2:18][CH2:17]1)[C:8](=O)[C:9]1[CH:14]=[CH:13][CH:12]=[CH:11][CH:10]=1)=[O:6])=[N+]=[N-].C1C=CC(P(C2C=CC=CC=2)C2C=CC=CC=2)=CC=1, predict the reaction product. The product is: [CH:16]1([N:7]2[C:5](=[O:6])[CH2:4][N:1]=[C:8]2[C:9]2[CH:14]=[CH:13][CH:12]=[CH:11][CH:10]=2)[CH2:21][CH2:20][CH2:19][CH2:18][CH2:17]1. (2) Given the reactants [S:1](Cl)([CH3:4])(=[O:3])=[O:2].[O:6]1[CH2:10][CH2:9][CH2:8][C@H:7]1[CH2:11][OH:12], predict the reaction product. The product is: [O:6]1[CH2:10][CH2:9][CH2:8][C@H:7]1[CH2:11][O:12][S:1]([CH3:4])(=[O:3])=[O:2]. (3) Given the reactants [O:1]1[CH2:6][CH2:5][C:4](=[CH:7][C:8]([CH3:10])=O)[CH2:3][CH2:2]1.O1CCC(CC(C)=O)CC1.[C:21]([O:28][CH2:29][CH3:30])(=[O:27])[C:22](OCC)=O.CC(C)([O-])C.[Na+].[OH:37][CH2:38][CH2:39][NH:40][NH2:41], predict the reaction product. The product is: [OH:37][CH2:38][CH2:39][N:40]1[C:8]([CH2:7][CH:4]2[CH2:5][CH2:6][O:1][CH2:2][CH2:3]2)=[CH:10][C:22]([C:21]([O:28][CH2:29][CH3:30])=[O:27])=[N:41]1. (4) Given the reactants [CH:1]([N:4]1[CH:8]=[CH:7][C:6]([CH:9]([N:14]2[CH2:20][CH2:19][CH2:18][N:17]([C:21]3[C:22]([O:31][CH3:32])=[CH:23][CH:24]=[C:25]4[C:30]=3[N:29]=[CH:28][CH:27]=[CH:26]4)[CH2:16][CH2:15]2)[CH2:10][C:11]([OH:13])=O)=[N:5]1)([CH3:3])[CH3:2].[N:33]1([CH2:38][CH2:39][NH2:40])[CH2:37][CH2:36][CH2:35][CH2:34]1.CN(C=O)C.CN(C(ON1N=NC2C=CC=NC1=2)=[N+](C)C)C.F[P-](F)(F)(F)(F)F, predict the reaction product. The product is: [CH:1]([N:4]1[CH:8]=[CH:7][C:6]([CH:9]([N:14]2[CH2:20][CH2:19][CH2:18][N:17]([C:21]3[C:22]([O:31][CH3:32])=[CH:23][CH:24]=[C:25]4[C:30]=3[N:29]=[CH:28][CH:27]=[CH:26]4)[CH2:16][CH2:15]2)[CH2:10][C:11]([NH:40][CH2:39][CH2:38][N:33]2[CH2:37][CH2:36][CH2:35][CH2:34]2)=[O:13])=[N:5]1)([CH3:3])[CH3:2]. (5) The product is: [CH3:31][O:30][C:28](=[O:29])[CH2:27][CH2:26][C:23]1[CH:24]=[CH:25][C:20]([C:17]2[CH:16]=[CH:15][C:14]([CH2:13][CH:9]([NH:8][C:6]([O:5][C:1]([CH3:4])([CH3:3])[CH3:2])=[O:7])[C:10](=[O:12])[N:34]([CH3:35])[CH3:32])=[CH:19][CH:18]=2)=[CH:21][CH:22]=1. Given the reactants [C:1]([O:5][C:6]([NH:8][CH:9]([CH2:13][C:14]1[CH:19]=[CH:18][C:17]([C:20]2[CH:25]=[CH:24][C:23]([CH2:26][CH2:27][C:28]([O:30][CH3:31])=[O:29])=[CH:22][CH:21]=2)=[CH:16][CH:15]=1)[C:10]([OH:12])=O)=[O:7])([CH3:4])([CH3:3])[CH3:2].[CH2:32]([N:34](CC)[CH2:35]C)C.CN([P+](ON1N=NC2C=CC=CC1=2)(N(C)C)N(C)C)C.F[P-](F)(F)(F)(F)F.CNC, predict the reaction product. (6) Given the reactants [CH:1]1([NH:4][C:5](=[O:42])[NH:6][C:7]2[N:12]=[CH:11][C:10]([O:13][C:14]3[CH:19]=[CH:18][N:17]=[C:16]4[CH:20]=[C:21]([C:23]5[N:28]=[CH:27][C:26]([CH2:29][N:30]([CH2:38][CH2:39][O:40][CH3:41])C(=O)OC(C)(C)C)=[CH:25][CH:24]=5)[S:22][C:15]=34)=[CH:9][CH:8]=2)[CH2:3][CH2:2]1.C(O)(C(F)(F)F)=O, predict the reaction product. The product is: [CH:1]1([NH:4][C:5]([NH:6][C:7]2[CH:8]=[CH:9][C:10]([O:13][C:14]3[CH:19]=[CH:18][N:17]=[C:16]4[CH:20]=[C:21]([C:23]5[CH:24]=[CH:25][C:26]([CH2:29][NH:30][CH2:38][CH2:39][O:40][CH3:41])=[CH:27][N:28]=5)[S:22][C:15]=34)=[CH:11][N:12]=2)=[O:42])[CH2:2][CH2:3]1. (7) Given the reactants [C:1]([N:4]1[C:13]2[C:8](=[CH:9][C:10]([C:14]3[CH:23]=[CH:22][C:17]([C:18]([O:20]C)=[O:19])=[CH:16][CH:15]=3)=[CH:11][CH:12]=2)[C@H:7]([NH:24][C:25]2[CH:30]=[CH:29][CH:28]=[CH:27][N:26]=2)[CH2:6][C@@H:5]1[CH3:31])(=[O:3])[CH3:2].[OH-].[Na+].Cl, predict the reaction product. The product is: [C:1]([N:4]1[C:13]2[C:8](=[CH:9][C:10]([C:14]3[CH:23]=[CH:22][C:17]([C:18]([OH:20])=[O:19])=[CH:16][CH:15]=3)=[CH:11][CH:12]=2)[C@H:7]([NH:24][C:25]2[CH:30]=[CH:29][CH:28]=[CH:27][N:26]=2)[CH2:6][C@@H:5]1[CH3:31])(=[O:3])[CH3:2].